Dataset: Forward reaction prediction with 1.9M reactions from USPTO patents (1976-2016). Task: Predict the product of the given reaction. The product is: [CH2:27]([O:26][C:22]1[CH:23]=[C:24]2[C:19](=[CH:20][C:21]=1[O:37][CH2:38][CH2:39][CH2:40][CH2:41][CH2:42][CH2:43][CH2:44][CH2:45][CH2:46][CH3:47])[C:18]1[C:13](=[CH:14][C:15]([O:59][CH2:60][CH2:61][CH2:62][CH2:63][CH2:64][CH2:65][CH2:66][CH2:67][CH2:68][CH3:69])=[C:16]([O:48][CH2:49][CH2:50][CH2:51][CH2:52][CH2:53][CH2:54][CH2:55][CH2:56][CH2:57][CH3:58])[CH:17]=1)[C:12]1[C:11](=[O:70])[CH:10]=[CH:9][C:8](=[O:7])[C:25]2=1)[CH2:28][CH2:29][CH2:30][CH2:31][CH2:32][CH2:33][CH2:34][CH2:35][CH3:36]. Given the reactants C1COCC1.C[O:7][C:8]1[C:25]2[C:24]3[C:19](=[CH:20][C:21]([O:37][CH2:38][CH2:39][CH2:40][CH2:41][CH2:42][CH2:43][CH2:44][CH2:45][CH2:46][CH3:47])=[C:22]([O:26][CH2:27][CH2:28][CH2:29][CH2:30][CH2:31][CH2:32][CH2:33][CH2:34][CH2:35][CH3:36])[CH:23]=3)[C:18]3[C:13](=[CH:14][C:15]([O:59][CH2:60][CH2:61][CH2:62][CH2:63][CH2:64][CH2:65][CH2:66][CH2:67][CH2:68][CH3:69])=[C:16]([O:48][CH2:49][CH2:50][CH2:51][CH2:52][CH2:53][CH2:54][CH2:55][CH2:56][CH2:57][CH3:58])[CH:17]=3)[C:12]=2[C:11]([O:70]C)=[CH:10][CH:9]=1, predict the reaction product.